This data is from Full USPTO retrosynthesis dataset with 1.9M reactions from patents (1976-2016). The task is: Predict the reactants needed to synthesize the given product. (1) Given the product [NH2:1][C:4]1[CH:5]=[C:6]([CH:17]=[CH:18][C:19]=1[NH:20][CH3:21])[C:7]([NH:9][C:10]1[CH:11]=[CH:12][C:13]([Br:16])=[CH:14][CH:15]=1)=[O:8], predict the reactants needed to synthesize it. The reactants are: [N+:1]([C:4]1[CH:5]=[C:6]([CH:17]=[CH:18][C:19]=1[NH:20][CH3:21])[C:7]([NH:9][C:10]1[CH:15]=[CH:14][C:13]([Br:16])=[CH:12][CH:11]=1)=[O:8])([O-])=O.C1COCC1. (2) Given the product [CH3:1][O:2][C:3](=[O:16])[C:4]1[C:5]([O:15][S:17]([C:20]([F:23])([F:22])[F:21])(=[O:19])=[O:18])=[CH:6][CH:7]=[CH:8][C:9]=1[CH2:10][C:11]([O:13][CH3:14])=[O:12], predict the reactants needed to synthesize it. The reactants are: [CH3:1][O:2][C:3](=[O:16])[C:4]1[C:9]([CH2:10][C:11]([O:13][CH3:14])=[O:12])=[CH:8][CH:7]=[CH:6][C:5]=1[OH:15].[S:17](O[S:17]([C:20]([F:23])([F:22])[F:21])(=[O:19])=[O:18])([C:20]([F:23])([F:22])[F:21])(=[O:19])=[O:18].N1C=CC=CC=1.